This data is from Blood-brain barrier permeability classification from the B3DB database. The task is: Regression/Classification. Given a drug SMILES string, predict its absorption, distribution, metabolism, or excretion properties. Task type varies by dataset: regression for continuous measurements (e.g., permeability, clearance, half-life) or binary classification for categorical outcomes (e.g., BBB penetration, CYP inhibition). Dataset: b3db_classification. (1) The compound is COc1cccnc1CCCCNc1ncc(Cc2ccc(C)nc2)c(=O)[nH]1. The result is 0 (does not penetrate BBB). (2) The result is 1 (penetrates BBB). The compound is CC[C@@H](CO)NCCN[C@H](CC)CO.